From a dataset of Reaction yield outcomes from USPTO patents with 853,638 reactions. Predict the reaction yield, written as a fraction of the theoretical maximum amount of product (1.0 means a 100% yield; for example, 0.34 means a 34% yield). (1) The reactants are [Cl:1][C:2]1[CH:3]=[C:4]([CH:7]=[C:8]([C:10]([C:12]2[NH:13][C:14](=[O:22])[NH:15][C:16](=[O:21])[C:17]=2[CH:18]([CH3:20])[CH3:19])=[O:11])[CH:9]=1)[C:5]#[N:6].C(=O)([O-])[O-].[K+].[K+].[I-].[Li+].Cl[CH2:32][C:33]1[CH:38]=[C:37]([CH3:39])[N:36]=[C:35]([N:40]2[C:48](=[O:49])[C:47]3[C:42](=[CH:43][CH:44]=[CH:45][CH:46]=3)[C:41]2=[O:50])[CH:34]=1. The catalyst is CN(C=O)C. The product is [Cl:1][C:2]1[CH:3]=[C:4]([CH:7]=[C:8]([C:10]([C:12]2[N:13]([CH2:32][C:33]3[CH:38]=[C:37]([CH3:39])[N:36]=[C:35]([N:40]4[C:48](=[O:49])[C:47]5[C:42](=[CH:43][CH:44]=[CH:45][CH:46]=5)[C:41]4=[O:50])[CH:34]=3)[C:14](=[O:22])[NH:15][C:16](=[O:21])[C:17]=2[CH:18]([CH3:20])[CH3:19])=[O:11])[CH:9]=1)[C:5]#[N:6]. The yield is 0.490. (2) The reactants are [Cl:1][CH2:2][CH2:3][O:4][C:5]1[CH:6]=[C:7]([C:11]2[C:12](=O)[C:13]([C:28]#[N:29])=[CH:14][N:15](CC3C=CC(OC)=C(OC)C=3)[CH:16]=2)[CH:8]=[CH:9][CH:10]=1.[Li+].[Cl-:32]. The product is [Cl:32][C:12]1[C:13]([C:28]#[N:29])=[CH:14][N:15]=[CH:16][C:11]=1[C:7]1[CH:8]=[CH:9][CH:10]=[C:5]([O:4][CH2:3][CH2:2][Cl:1])[CH:6]=1. The catalyst is O=P(Cl)(Cl)Cl. The yield is 0.750. (3) The reactants are [C:1]([O:5][C:6](=[O:18])[NH:7][C:8]1[CH:13]=[CH:12][C:11](I)=[CH:10][C:9]=1[N+:15]([O-:17])=[O:16])([CH3:4])([CH3:3])[CH3:2].[CH2:19]([Sn:23]([CH2:41][CH2:42][CH2:43][CH3:44])([CH2:37][CH2:38][CH2:39][CH3:40])[Sn:23]([CH2:37][CH2:38][CH2:39][CH3:40])([CH2:41][CH2:42][CH2:43][CH3:44])[CH2:19][CH2:20][CH2:21][CH3:22])[CH2:20][CH2:21][CH3:22]. The catalyst is C1(C)C=CC=CC=1.C1C=CC([P]([Pd]([P](C2C=CC=CC=2)(C2C=CC=CC=2)C2C=CC=CC=2)([P](C2C=CC=CC=2)(C2C=CC=CC=2)C2C=CC=CC=2)[P](C2C=CC=CC=2)(C2C=CC=CC=2)C2C=CC=CC=2)(C2C=CC=CC=2)C2C=CC=CC=2)=CC=1. The product is [C:1]([O:5][C:6](=[O:18])[NH:7][C:8]1[CH:13]=[CH:12][C:11]([Sn:23]([CH2:37][CH2:38][CH2:39][CH3:40])([CH2:41][CH2:42][CH2:43][CH3:44])[CH2:19][CH2:20][CH2:21][CH3:22])=[CH:10][C:9]=1[N+:15]([O-:17])=[O:16])([CH3:4])([CH3:3])[CH3:2]. The yield is 0.720.